From a dataset of Reaction yield outcomes from USPTO patents with 853,638 reactions. Predict the reaction yield, written as a fraction of the theoretical maximum amount of product (1.0 means a 100% yield; for example, 0.34 means a 34% yield). (1) The reactants are C([O:3][C:4]([C:6]1[CH:7]=[N:8][N:9]([C:11]2[NH:15][C:14]3[CH:16]=[C:17]([Cl:28])[C:18]([S:20][CH2:21][C:22]4[CH:27]=[CH:26][CH:25]=[CH:24][CH:23]=4)=[CH:19][C:13]=3[N:12]=2)[CH:10]=1)=[O:5])C.C1COCC1.O[Li].O. The catalyst is O. The product is [CH2:21]([S:20][C:18]1[C:17]([Cl:28])=[CH:16][C:14]2[NH:15][C:11]([N:9]3[CH:10]=[C:6]([C:4]([OH:5])=[O:3])[CH:7]=[N:8]3)=[N:12][C:13]=2[CH:19]=1)[C:22]1[CH:27]=[CH:26][CH:25]=[CH:24][CH:23]=1. The yield is 0.800. (2) The reactants are [CH2:1]([O:8][C:9]1[CH:15]=[CH:14][C:12]([NH2:13])=[C:11]([CH3:16])[CH:10]=1)[C:2]1[CH:7]=[CH:6][CH:5]=[CH:4][CH:3]=1.N1(CO)C2C=CC=C[C:20]=2N=N1.[BH4-].[Na+].O. The catalyst is CN(C)C=O.CO.C(OCC)(=O)C. The product is [CH3:20][NH:13][C:12]1[CH:14]=[CH:15][C:9]([O:8][CH2:1][C:2]2[CH:3]=[CH:4][CH:5]=[CH:6][CH:7]=2)=[CH:10][C:11]=1[CH3:16]. The yield is 0.625.